Dataset: Full USPTO retrosynthesis dataset with 1.9M reactions from patents (1976-2016). Task: Predict the reactants needed to synthesize the given product. (1) Given the product [CH2:22]([O:29][C:30]1[CH:31]=[CH:32][C:33]([CH2:36][CH2:37][NH:9][C:7]2[CH:8]=[C:3]([O:2][CH3:1])[CH:4]=[CH:5][C:6]=2[CH:10]2[CH2:19][CH2:18][C:17]3[C:12](=[CH:13][CH:14]=[C:15]([O:20][CH3:21])[CH:16]=3)[CH2:11]2)=[CH:34][CH:35]=1)[C:23]1[CH:24]=[CH:25][CH:26]=[CH:27][CH:28]=1, predict the reactants needed to synthesize it. The reactants are: [CH3:1][O:2][C:3]1[CH:4]=[CH:5][C:6]([CH:10]2[CH2:19][CH2:18][C:17]3[C:12](=[CH:13][CH:14]=[C:15]([O:20][CH3:21])[CH:16]=3)[CH2:11]2)=[C:7]([NH2:9])[CH:8]=1.[CH2:22]([O:29][C:30]1[CH:35]=[CH:34][C:33]([CH2:36][C:37](Cl)=O)=[CH:32][CH:31]=1)[C:23]1[CH:28]=[CH:27][CH:26]=[CH:25][CH:24]=1. (2) Given the product [ClH:27].[ClH:27].[CH3:55][C:50]1[CH:49]=[C:48]([C:31]2[CH:32]=[CH:33][C:34]([O:35][CH2:36][CH3:37])=[C:29]([CH:30]=2)[CH2:28][N:15]([CH:12]2[CH2:13][CH2:14][CH:9]([NH:8][CH3:1])[CH2:10][CH2:11]2)[C:16]([C:18]2[S:22][C:21]3[CH:23]=[CH:24][CH:25]=[CH:26][C:20]=3[C:19]=2[Cl:27])=[O:17])[CH:53]=[C:52]([CH3:54])[N:51]=1, predict the reactants needed to synthesize it. The reactants are: [C:1]([N:8](C)[CH:9]1[CH2:14][CH2:13][CH:12]([N:15]([CH2:28][C:29]2[CH:30]=[C:31](B(O)O)[CH:32]=[CH:33][C:34]=2[O:35][CH2:36][CH3:37])[C:16]([C:18]2[S:22][C:21]3[CH:23]=[CH:24][CH:25]=[CH:26][C:20]=3[C:19]=2[Cl:27])=[O:17])[CH2:11][CH2:10]1)(OC(C)(C)C)=O.FC(F)(F)S(O[C:48]1[CH:53]=[C:52]([CH3:54])[N:51]=[C:50]([CH3:55])[CH:49]=1)(=O)=O. (3) Given the product [CH:1]1([N:4]2[C:13]3[C:8](=[C:9]([N+:18]([O-:20])=[O:19])[C:10]([F:17])=[C:11]([F:16])[C:12]=3[O:14][CH3:15])[C:7](=[O:21])[C:6]([C:22]([O:24][CH2:25][CH3:26])=[O:23])=[C:5]2[CH3:27])[CH2:2][CH2:3]1, predict the reactants needed to synthesize it. The reactants are: [CH:1]1([N:4]2[C:13]3[C:8](=[C:9]([N+:18]([O-:20])=[O:19])[C:10]([F:17])=[C:11]([F:16])[C:12]=3[O:14][CH3:15])[C:7](=[O:21])[CH:6]([C:22]([O:24][CH2:25][CH3:26])=[O:23])[CH:5]2[CH3:27])[CH2:3][CH2:2]1. (4) Given the product [NH2:32][C:22]1[N:21]=[C:20]([NH:1][C:2]2[CH:17]=[CH:16][C:5]([O:6][C:7]3[CH:8]=[C:9]4[C:13](=[CH:14][CH:15]=3)[NH:12][N:11]=[CH:10]4)=[C:4]([F:18])[CH:3]=2)[CH:25]=[C:24]([C:26]2[CH:31]=[CH:30][N:29]=[CH:28][CH:27]=2)[N:23]=1, predict the reactants needed to synthesize it. The reactants are: [NH2:1][C:2]1[CH:17]=[CH:16][C:5]([O:6][C:7]2[CH:8]=[C:9]3[C:13](=[CH:14][CH:15]=2)[NH:12][N:11]=[CH:10]3)=[C:4]([F:18])[CH:3]=1.Cl[C:20]1[CH:25]=[C:24]([C:26]2[CH:31]=[CH:30][N:29]=[CH:28][CH:27]=2)[N:23]=[C:22]([NH2:32])[N:21]=1.Cl.C(=O)(O)[O-].[Na+]. (5) Given the product [CH3:1][O:2][C:3]1[CH:4]=[CH:5][C:6]([C@@H:9]2[C@@H:14]([O:15][CH2:16][C:17]3[CH:18]=[CH:19][C:20]4[O:25][CH2:24][CH2:23][N:22]([CH2:26][CH2:27][CH2:28][O:29][CH3:30])[C:21]=4[CH:31]=3)[CH2:13][N:12]([S:32]([C:35]3[CH:40]=[CH:39][C:38]([CH3:41])=[CH:37][CH:36]=3)(=[O:33])=[O:34])[C@H:11]([CH2:42][CH2:43][NH:44][C:47](=[O:48])[C:46]([CH:51]3[CH2:52][CH2:53][O:54][CH2:55][CH2:56]3)([CH3:50])[CH3:45])[CH2:10]2)=[CH:7][CH:8]=1, predict the reactants needed to synthesize it. The reactants are: [CH3:1][O:2][C:3]1[CH:8]=[CH:7][C:6]([C@@H:9]2[C@@H:14]([O:15][CH2:16][C:17]3[CH:18]=[CH:19][C:20]4[O:25][CH2:24][CH2:23][N:22]([CH2:26][CH2:27][CH2:28][O:29][CH3:30])[C:21]=4[CH:31]=3)[CH2:13][N:12]([S:32]([C:35]3[CH:40]=[CH:39][C:38]([CH3:41])=[CH:37][CH:36]=3)(=[O:34])=[O:33])[C@H:11]([CH2:42][CH2:43][NH2:44])[CH2:10]2)=[CH:5][CH:4]=1.[CH3:45][C:46]([CH:51]1[CH2:56][CH2:55][O:54][CH2:53][CH2:52]1)([CH3:50])[C:47](O)=[O:48]. (6) Given the product [Cl:1][C:2]1[N:3]=[C:4]2[C:12](=[CH:13][N:14]=1)[N:11]([CH3:17])[C:10](=[O:15])[CH:9]1[CH2:16][N:5]2[CH2:6][CH2:7][CH2:8]1, predict the reactants needed to synthesize it. The reactants are: [Cl:1][C:2]1[N:3]=[C:4]2[C:12](=[CH:13][N:14]=1)[NH:11][C:10](=[O:15])[CH:9]1[CH2:16][N:5]2[CH2:6][CH2:7][CH2:8]1.[C:17](=O)([O-])[O-].[Cs+].[Cs+].IC.